Dataset: Reaction yield outcomes from USPTO patents with 853,638 reactions. Task: Predict the reaction yield, written as a fraction of the theoretical maximum amount of product (1.0 means a 100% yield; for example, 0.34 means a 34% yield). (1) The reactants are [OH:1][CH:2]1[CH:7]([NH:8][C:9](=[O:15])[O:10][C:11]([CH3:14])([CH3:13])[CH3:12])[CH:6]=[C:5]([C:16]2[CH:21]=[CH:20][N:19]=[CH:18][C:17]=2[N+:22]([O-:24])=[O:23])[CH2:4][CH:3]1[CH3:25].[CH3:26][C:27](OC(C)=O)=[O:28]. The catalyst is N1C=CC=CC=1. The product is [C:27]([O:1][CH:2]1[CH:3]([CH3:25])[CH2:4][C:5]([C:16]2[CH:21]=[CH:20][N:19]=[CH:18][C:17]=2[N+:22]([O-:24])=[O:23])=[CH:6][CH:7]1[NH:8][C:9]([O:10][C:11]([CH3:12])([CH3:13])[CH3:14])=[O:15])(=[O:28])[CH3:26]. The yield is 0.940. (2) The product is [C:37]([NH:36][C:34]1[S:33][C:31]2[C:30]([N:35]=1)=[CH:29][CH:28]=[C:27]([O:26][C:25]1[CH:40]=[CH:41][C:42]([Cl:43])=[C:23]([NH:22][C:4](=[O:6])[C:3]3[CH:7]=[CH:8][CH:9]=[C:10]([C:11]([C:14]#[N:15])([CH3:13])[CH3:12])[C:2]=3[Cl:1])[CH:24]=1)[N:32]=2)(=[O:39])[CH3:38]. The yield is 0.560. The catalyst is O1CCCC1.CN(C)C=O.C(OCC)(=O)C. The reactants are [Cl:1][C:2]1[C:10]([C:11]([C:14]#[N:15])([CH3:13])[CH3:12])=[CH:9][CH:8]=[CH:7][C:3]=1[C:4]([OH:6])=O.C(Cl)(=O)C(Cl)=O.[NH2:22][C:23]1[CH:24]=[C:25]([CH:40]=[CH:41][C:42]=1[Cl:43])[O:26][C:27]1[N:32]=[C:31]2[S:33][C:34]([NH:36][C:37](=[O:39])[CH3:38])=[N:35][C:30]2=[CH:29][CH:28]=1. (3) The reactants are [Br:1][C:2]1[CH:7]=[CH:6][C:5]([CH:8]2[C:13]3[N:14]=[C:15]([Cl:19])[N:16]=[C:17](Cl)[C:12]=3[CH2:11][O:10][CH2:9]2)=[CH:4][CH:3]=1.Cl.[CH3:21][NH2:22]. No catalyst specified. The product is [Br:1][C:2]1[CH:7]=[CH:6][C:5]([CH:8]2[C:13]3[N:14]=[C:15]([Cl:19])[N:16]=[C:17]([NH:22][CH3:21])[C:12]=3[CH2:11][O:10][CH2:9]2)=[CH:4][CH:3]=1. The yield is 0.426. (4) The reactants are [NH2:1][C:2]1[CH:7]=[C:6]([CH2:8][NH:9][C:10]2[CH:28]=[CH:27][CH:26]=[CH:25][C:11]=2[C:12]([NH:14][C:15]2[CH:20]=[CH:19][CH:18]=[C:17]([C:21]([F:24])([F:23])[F:22])[CH:16]=2)=[O:13])[CH:5]=[CH:4][N:3]=1.[CH2:29]([N:36]=[C:37]=[O:38])[C:30]1[CH:35]=[CH:34][CH:33]=[CH:32][CH:31]=1. The catalyst is C(Cl)Cl. The product is [CH2:29]([NH:36][C:37](=[O:38])[NH:1][C:2]1[CH:7]=[C:6]([CH2:8][NH:9][C:10]2[CH:28]=[CH:27][CH:26]=[CH:25][C:11]=2[C:12]([NH:14][C:15]2[CH:20]=[CH:19][CH:18]=[C:17]([C:21]([F:22])([F:24])[F:23])[CH:16]=2)=[O:13])[CH:5]=[CH:4][N:3]=1)[C:30]1[CH:35]=[CH:34][CH:33]=[CH:32][CH:31]=1. The yield is 0.490.